The task is: Regression. Given two drug SMILES strings and cell line genomic features, predict the synergy score measuring deviation from expected non-interaction effect.. This data is from NCI-60 drug combinations with 297,098 pairs across 59 cell lines. Drug 1: CC1=C2C(C(=O)C3(C(CC4C(C3C(C(C2(C)C)(CC1OC(=O)C(C(C5=CC=CC=C5)NC(=O)OC(C)(C)C)O)O)OC(=O)C6=CC=CC=C6)(CO4)OC(=O)C)O)C)O. Drug 2: CCC1(C2=C(COC1=O)C(=O)N3CC4=CC5=C(C=CC(=C5CN(C)C)O)N=C4C3=C2)O.Cl. Cell line: UO-31. Synergy scores: CSS=13.0, Synergy_ZIP=-6.26, Synergy_Bliss=0.0511, Synergy_Loewe=-6.46, Synergy_HSA=0.0890.